Dataset: Reaction yield outcomes from USPTO patents with 853,638 reactions. Task: Predict the reaction yield, written as a fraction of the theoretical maximum amount of product (1.0 means a 100% yield; for example, 0.34 means a 34% yield). (1) The reactants are [Cl:1][C:2]1[CH:7]=[C:6]([O:8][C:9]2[CH:14]=[C:13]([F:15])[C:12]([N+:16]([O-])=O)=[CH:11][C:10]=2[CH3:19])[CH:5]=[CH:4][N:3]=1. The catalyst is C(O)C.[Ni]. The product is [Cl:1][C:2]1[CH:7]=[C:6]([O:8][C:9]2[C:10]([CH3:19])=[CH:11][C:12]([NH2:16])=[C:13]([F:15])[CH:14]=2)[CH:5]=[CH:4][N:3]=1. The yield is 1.00. (2) The reactants are Cl[C:2]1[N:7]2[N:8]=[C:9]([NH:11][C:12](=[O:19])[C:13]3[CH:18]=[CH:17][CH:16]=[N:15][CH:14]=3)[N:10]=[C:6]2[CH:5]=[C:4]([C:20]([F:23])([F:22])[F:21])[CH:3]=1.[CH3:24][O:25][CH2:26][CH2:27][NH2:28]. No catalyst specified. The product is [CH3:24][O:25][CH2:26][CH2:27][NH:28][C:2]1[N:7]2[N:8]=[C:9]([NH:11][C:12](=[O:19])[C:13]3[CH:18]=[CH:17][CH:16]=[N:15][CH:14]=3)[N:10]=[C:6]2[CH:5]=[C:4]([C:20]([F:23])([F:22])[F:21])[CH:3]=1. The yield is 0.400. (3) The reactants are [Cl:1][C:2]1[CH:9]=[C:8]([O:10][CH2:11][C:12]#[CH:13])[CH:7]=[C:6]([F:14])[C:3]=1[CH2:4][OH:5].[C:15]([O:19][C:20]([N:22]1[CH2:27][CH2:26][N:25]([C:28](Cl)=[O:29])[C@H:24]([CH2:31][CH3:32])[CH2:23]1)=[O:21])([CH3:18])([CH3:17])[CH3:16]. No catalyst specified. The product is [Cl:1][C:2]1[CH:9]=[C:8]([O:10][CH2:11][C:12]#[CH:13])[CH:7]=[C:6]([F:14])[C:3]=1[CH2:4][O:5][C:28]([N:25]1[CH2:26][CH2:27][N:22]([C:20]([O:19][C:15]([CH3:17])([CH3:16])[CH3:18])=[O:21])[CH2:23][C@H:24]1[CH2:31][CH3:32])=[O:29]. The yield is 0.800. (4) The reactants are [CH3:1][C:2]1[NH:7][C:6](=[O:8])[NH:5][C:4](=[O:9])[C:3]=1[N+:10]([O-:12])=[O:11].[CH3:13][N:14]([CH3:17])[CH:15]=O. No catalyst specified. The product is [CH3:13][N:14]([CH3:17])/[CH:15]=[CH:1]/[C:2]1[NH:7][C:6](=[O:8])[NH:5][C:4](=[O:9])[C:3]=1[N+:10]([O-:12])=[O:11]. The yield is 0.660. (5) The reactants are [Br:1][C:2]1[C:6]2[CH:7]=[CH:8][CH:9]=[C:10]([C@@H:11]([OH:13])[CH3:12])[C:5]=2[O:4][C:3]=1[CH3:14].N1C=CN=C1.[CH3:20][C:21]([Si:24](Cl)([CH3:26])[CH3:25])([CH3:23])[CH3:22]. The catalyst is C(Cl)Cl. The product is [Br:1][C:2]1[C:6]2[CH:7]=[CH:8][CH:9]=[C:10]([C@@H:11]([O:13][Si:24]([C:21]([CH3:23])([CH3:22])[CH3:20])([CH3:26])[CH3:25])[CH3:12])[C:5]=2[O:4][C:3]=1[CH3:14]. The yield is 0.950. (6) The reactants are [Br:1][C:2]1[CH:7]=[CH:6][C:5]([C:8]([NH:10][C:11]2[CH:19]=[CH:18][CH:17]=[CH:16][C:12]=2[C:13]([OH:15])=[O:14])=O)=[CH:4][CH:3]=1.C(OC(=O)C)(=O)C. No catalyst specified. The product is [Br:1][C:2]1[CH:7]=[CH:6][C:5]([C:8]2[O:14][C:13](=[O:15])[C:12]3[CH:16]=[CH:17][CH:18]=[CH:19][C:11]=3[N:10]=2)=[CH:4][CH:3]=1. The yield is 0.910. (7) The reactants are [CH2:1]([N:3]([CH2:11][C:12]1[N:13]=[C:14]2[S:21][C:20]([CH3:22])=[C:19]([CH:23]3[CH2:25][CH:24]3[C:26]([NH2:28])=O)[N:15]2[C:16](=[O:18])[CH:17]=1)[C:4]1[CH:9]=[CH:8][C:7]([F:10])=[CH:6][CH:5]=1)[CH3:2].FC(F)(F)C(OC(=O)C(F)(F)F)=O.C(N(CC)CC)C. The catalyst is O1CCCC1. The product is [CH2:1]([N:3]([CH2:11][C:12]1[N:13]=[C:14]2[S:21][C:20]([CH3:22])=[C:19]([CH:23]3[CH2:25][CH:24]3[C:26]#[N:28])[N:15]2[C:16](=[O:18])[CH:17]=1)[C:4]1[CH:5]=[CH:6][C:7]([F:10])=[CH:8][CH:9]=1)[CH3:2]. The yield is 0.140.